This data is from Reaction yield outcomes from USPTO patents with 853,638 reactions. The task is: Predict the reaction yield, written as a fraction of the theoretical maximum amount of product (1.0 means a 100% yield; for example, 0.34 means a 34% yield). The reactants are [C:1]([Si:5]([O:8][CH:9]([CH2:13][CH2:14][CH:15]1[CH:24]([S:25]([C:28]2[CH:33]=[CH:32][C:31]([Cl:34])=[CH:30][CH:29]=2)(=[O:27])=[O:26])[C:23]2[C:18](=[C:19]([F:36])[CH:20]=[CH:21][C:22]=2[F:35])[O:17][CH2:16]1)[CH2:10][CH:11]=C)([CH3:7])[CH3:6])([CH3:4])([CH3:3])[CH3:2].[O:37]=[O+][O-].[BH4-].[Na+]. The catalyst is CO.C(Cl)Cl. The product is [C:1]([Si:5]([CH3:6])([CH3:7])[O:8][CH:9]([CH2:13][CH2:14][CH:15]1[CH:24]([S:25]([C:28]2[CH:29]=[CH:30][C:31]([Cl:34])=[CH:32][CH:33]=2)(=[O:27])=[O:26])[C:23]2[C:18](=[C:19]([F:36])[CH:20]=[CH:21][C:22]=2[F:35])[O:17][CH2:16]1)[CH2:10][CH2:11][OH:37])([CH3:3])([CH3:2])[CH3:4]. The yield is 0.500.